Dataset: Forward reaction prediction with 1.9M reactions from USPTO patents (1976-2016). Task: Predict the product of the given reaction. Given the reactants [O:1]1[CH2:6][CH2:5][CH2:4][CH2:3][CH:2]1[N:7]1[C:15]2[C:10](=[CH:11][C:12]([C:16]#[C:17][Si](C)(C)C)=[CH:13][CH:14]=2)[CH:9]=[N:8]1.C([O-])([O-])=O.[K+].[K+], predict the reaction product. The product is: [C:16]([C:12]1[CH:11]=[C:10]2[C:15](=[CH:14][CH:13]=1)[N:7]([CH:2]1[CH2:3][CH2:4][CH2:5][CH2:6][O:1]1)[N:8]=[CH:9]2)#[CH:17].